Dataset: Forward reaction prediction with 1.9M reactions from USPTO patents (1976-2016). Task: Predict the product of the given reaction. (1) Given the reactants Br[C:2]1[CH:10]=[C:9]2[C:5]([C:6]([O:11][CH3:12])=[N:7][NH:8]2)=[CH:4][CH:3]=1.[CH2:13]([O:15][C:16](=[O:25])[CH:17]=[CH:18][C:19]1[CH:24]=[CH:23][CH:22]=[CH:21][N:20]=1)[CH3:14].C(OC(=O)C=C(C1C=CC=C2C=1C(C#N)=CN2)C1C=CC=CC=1)C, predict the reaction product. The product is: [CH2:13]([O:15][C:16](=[O:25])[CH:17]=[C:18]([C:2]1[CH:10]=[C:9]2[C:5]([C:6]([O:11][CH3:12])=[N:7][NH:8]2)=[CH:4][CH:3]=1)[C:19]1[CH:24]=[CH:23][CH:22]=[CH:21][N:20]=1)[CH3:14]. (2) The product is: [CH:1]1[C:10]2[C:11]3[CH2:17][CH2:16][CH2:15][CH2:14][CH2:13][C:12]=3[N:8]3[C:9]=2[C:4]([CH2:5][CH2:6][CH2:7]3)=[CH:3][C:2]=1[NH:18][C:19](=[O:24])[CH2:20][CH2:21][CH2:22][CH3:23]. Given the reactants [CH:1]1[C:10]2[C:11]3[CH2:17][CH2:16][CH2:15][CH2:14][CH2:13][C:12]=3[N:8]3[C:9]=2[C:4]([CH2:5][CH2:6][CH2:7]3)=[CH:3][C:2]=1[NH2:18].[C:19](Cl)(=[O:24])[CH2:20][CH2:21][CH2:22][CH3:23], predict the reaction product. (3) Given the reactants [NH2:1][C:2]1[C:3]([NH:15][CH2:16][CH2:17][NH:18][C:19](=[O:21])[CH3:20])=[N:4][C:5]([Cl:14])=[N:6][C:7]=1[N:8]1[CH2:13][CH2:12][O:11][CH2:10][CH2:9]1.[N:22]([O-])=O.[Na+], predict the reaction product. The product is: [Cl:14][C:5]1[N:6]=[C:7]([N:8]2[CH2:9][CH2:10][O:11][CH2:12][CH2:13]2)[C:2]2[N:1]=[N:22][N:15]([CH2:16][CH2:17][NH:18][C:19](=[O:21])[CH3:20])[C:3]=2[N:4]=1. (4) Given the reactants [CH:1]1([C:6]2[C:15]3[C@@H:14]([OH:16])[CH2:13][C:12]4([CH2:19][CH2:18][CH2:17]4)[CH2:11][C:10]=3[N:9]=[C:8]([CH:20]([CH3:22])[CH3:21])[C:7]=2[C:23]([C:25]2[CH:30]=[CH:29][C:28]([C:31]([F:34])([F:33])[F:32])=[CH:27][CH:26]=2)=[O:24])[CH2:5][CH2:4][CH2:3][CH2:2]1.N1C(C)=CC=CC=1C.FC(F)(F)S(O[Si:49]([C:52]([CH3:55])([CH3:54])[CH3:53])([CH3:51])[CH3:50])(=O)=O.Cl, predict the reaction product. The product is: [Si:49]([O:16][C@H:14]1[CH2:13][C:12]2([CH2:19][CH2:18][CH2:17]2)[CH2:11][C:10]2[N:9]=[C:8]([CH:20]([CH3:22])[CH3:21])[C:7]([C:23]([C:25]3[CH:30]=[CH:29][C:28]([C:31]([F:34])([F:32])[F:33])=[CH:27][CH:26]=3)=[O:24])=[C:6]([CH:1]3[CH2:2][CH2:3][CH2:4][CH2:5]3)[C:15]1=2)([C:52]([CH3:55])([CH3:54])[CH3:53])([CH3:51])[CH3:50].